From a dataset of Full USPTO retrosynthesis dataset with 1.9M reactions from patents (1976-2016). Predict the reactants needed to synthesize the given product. (1) Given the product [Br:11][C:6]1[CH:7]=[C:2]([CH3:1])[C:3]([O:9][CH3:10])=[CH:4][C:5]=1[CH3:8], predict the reactants needed to synthesize it. The reactants are: [CH3:1][C:2]1[CH:7]=[CH:6][C:5]([CH3:8])=[CH:4][C:3]=1[O:9][CH3:10].[Br:11]N1C(=O)CCC1=O. (2) Given the product [ClH:23].[Cl:23][C:18]1[CH:19]=[C:20]2[C:15](=[CH:16][CH:17]=1)[CH:14]=[C:13]([S:10]([N:8]1[CH2:7][CH2:6][N:5]([C:24]([C:26]3[S:27][C:28]4[CH2:33][NH:47][CH:36]([CH3:42])[CH2:30][C:29]=4[N:35]=3)=[O:25])[CH:4]([C:1]([NH:2][S:54]([CH3:53])(=[O:56])=[O:55])=[O:3])[CH2:9]1)(=[O:12])=[O:11])[CH:22]=[CH:21]2, predict the reactants needed to synthesize it. The reactants are: [C:1]([CH:4]1[CH2:9][N:8]([S:10]([C:13]2[CH:22]=[CH:21][C:20]3[C:15](=[CH:16][CH:17]=[C:18]([Cl:23])[CH:19]=3)[CH:14]=2)(=[O:12])=[O:11])[CH2:7][CH2:6][N:5]1[C:24]([C:26]1[S:27][C:28]2[CH2:33]C(C)N[CH2:30][C:29]=2[N:35]=1)=[O:25])(=[O:3])[NH2:2].[C:36]1([CH3:42])C=CC=CC=1.C[Si]([N-:47][Si](C)(C)C)(C)C.[K+].[CH3:53][S:54](Cl)(=[O:56])=[O:55]. (3) The reactants are: [CH3:1][C:2]1[N:3]([CH2:12][C:13]([F:16])([F:15])[F:14])[C:4]2[C:10]([NH2:11])=[CH:9][CH:8]=[CH:7][C:5]=2[N:6]=1.[N:17]([C:20]1[CH:21]=[N:22][CH:23]=[CH:24][C:25]=1[O:26][CH3:27])=[C:18]=[S:19]. Given the product [CH3:27][O:26][C:25]1[CH:24]=[CH:23][N:22]=[CH:21][C:20]=1[NH:17][C:18]([NH:11][C:10]1[C:4]2[N:3]([CH2:12][C:13]([F:14])([F:16])[F:15])[C:2]([CH3:1])=[N:6][C:5]=2[CH:7]=[CH:8][CH:9]=1)=[S:19], predict the reactants needed to synthesize it.